This data is from Catalyst prediction with 721,799 reactions and 888 catalyst types from USPTO. The task is: Predict which catalyst facilitates the given reaction. (1) Reactant: [H-].[Na+].[O:3]1[CH2:8][CH2:7][N:6]([CH2:9][CH2:10][OH:11])[CH2:5][CH2:4]1.F[C:13]1[CH:18]=[CH:17][C:16]([I:19])=[CH:15][N:14]=1. Product: [I:19][C:16]1[CH:17]=[CH:18][C:13]([O:11][CH2:10][CH2:9][N:6]2[CH2:7][CH2:8][O:3][CH2:4][CH2:5]2)=[N:14][CH:15]=1. The catalyst class is: 20. (2) Reactant: [NH2:1][C:2]1[S:3][CH:4]=[C:5]([C:7]2[CH:15]=[CH:14][C:10]3[O:11][CH2:12][O:13][C:9]=3[CH:8]=2)[N:6]=1.[C:16]1(=[O:26])[O:21][C:19](=[O:20])[C:18]2=[CH:22][CH:23]=[CH:24][CH:25]=[C:17]12. Product: [O:11]1[C:10]2[CH:14]=[CH:15][C:7]([C:5]3[N:6]=[C:2]([NH:1][C:16]([C:17]4[CH:25]=[CH:24][CH:23]=[CH:22][C:18]=4[C:19]([OH:21])=[O:20])=[O:26])[S:3][CH:4]=3)=[CH:8][C:9]=2[O:13][CH2:12]1. The catalyst class is: 17. (3) Reactant: [Br:1][C:2]1[C:3]([CH3:26])=[C:4]([C:15]([NH:18]C(OC(C)(C)C)=O)=[CH:16][CH:17]=1)[C:5]([O:7][CH2:8][C:9]1[CH:14]=[CH:13][CH:12]=[CH:11][CH:10]=1)=[O:6].ClCCl.Cl. Product: [NH2:18][C:15]1[C:4]([C:5]([O:7][CH2:8][C:9]2[CH:10]=[CH:11][CH:12]=[CH:13][CH:14]=2)=[O:6])=[C:3]([CH3:26])[C:2]([Br:1])=[CH:17][CH:16]=1. The catalyst class is: 12. (4) The catalyst class is: 24. Product: [F:1][C:2]1[CH:11]=[CH:10][C:9]([C:12]2[N:17]=[C:16]3[N:18]([CH2:21][C:22]4[CH:23]=[C:24]5[C:29](=[CH:30][CH:31]=4)[N:28]=[CH:27][CH:26]=[CH:25]5)[N:19]=[N:20][C:15]3=[CH:14][CH:13]=2)=[CH:8][C:3]=1[C:4]([OH:6])=[O:5]. Reactant: [F:1][C:2]1[CH:11]=[CH:10][C:9]([C:12]2[N:17]=[C:16]3[N:18]([CH2:21][C:22]4[CH:23]=[C:24]5[C:29](=[CH:30][CH:31]=4)[N:28]=[CH:27][CH:26]=[CH:25]5)[N:19]=[N:20][C:15]3=[CH:14][CH:13]=2)=[CH:8][C:3]=1[C:4]([O:6]C)=[O:5].[OH-].[Li+].C1COCC1.Cl. (5) Reactant: [CH2:1]([O:3][P:4]([C:9]([C:12]1[CH:17]=[CH:16][C:15]([CH2:18][N:19]([C:35]2[CH:40]=[CH:39][C:38]([Cl:41])=[C:37]([Cl:42])[CH:36]=2)[C:20]2[O:21][C:22]([C:25]3[CH:30]=[CH:29][C:28]([S:31]([CH3:34])(=[O:33])=[O:32])=[CH:27][CH:26]=3)=[CH:23][N:24]=2)=[CH:14][C:13]=1[Br:43])([F:11])[F:10])(=[O:8])[O:5]CC)[CH3:2].[Li+].[OH-]. Product: [CH2:1]([O:3][P:4]([C:9]([C:12]1[CH:17]=[CH:16][C:15]([CH2:18][N:19]([C:35]2[CH:40]=[CH:39][C:38]([Cl:41])=[C:37]([Cl:42])[CH:36]=2)[C:20]2[O:21][C:22]([C:25]3[CH:26]=[CH:27][C:28]([S:31]([CH3:34])(=[O:32])=[O:33])=[CH:29][CH:30]=3)=[CH:23][N:24]=2)=[CH:14][C:13]=1[Br:43])([F:11])[F:10])(=[O:5])[OH:8])[CH3:2]. The catalyst class is: 36. (6) Reactant: Cl[C:2]1[CH:7]=[C:6]([Cl:8])[N:5]=[C:4]([CH3:9])[N:3]=1.[CH3:10][P:11]([C:14]1[CH:20]=[CH:19][C:17]([NH2:18])=[CH:16][CH:15]=1)([CH3:13])=[O:12].C(=O)([O-])[O-].[K+].[K+]. Product: [Cl:8][C:6]1[N:5]=[C:4]([CH3:9])[N:3]=[C:2]([NH:18][C:17]2[CH:16]=[CH:15][C:14]([P:11]([CH3:13])([CH3:10])=[O:12])=[CH:20][CH:19]=2)[CH:7]=1. The catalyst class is: 3. (7) Reactant: Cl[C:2]1[C:3]2[N:10]=[C:9]([CH2:11][CH3:12])[S:8][C:4]=2[N:5]=[CH:6][N:7]=1.[CH3:13][N:14]([CH3:22])[CH:15]1[CH2:20][CH2:19][CH:18]([NH2:21])[CH2:17][CH2:16]1.C(=O)([O-])[O-].[K+].[K+]. Product: [CH2:11]([C:9]1[S:8][C:4]2[N:5]=[CH:6][N:7]=[C:2]([NH:21][CH:18]3[CH2:19][CH2:20][CH:15]([N:14]([CH3:22])[CH3:13])[CH2:16][CH2:17]3)[C:3]=2[N:10]=1)[CH3:12]. The catalyst class is: 35.